From a dataset of Full USPTO retrosynthesis dataset with 1.9M reactions from patents (1976-2016). Predict the reactants needed to synthesize the given product. (1) Given the product [CH:24]([O:23][C:21](=[O:22])[C:19]1[CH:20]=[C:15]([C:13]#[N:14])[C:16]([N:29]2[CH2:34][CH2:33][CH:32]([C:35](=[O:36])[NH:12][S:9]([CH2:8][C:5]3[CH:4]=[CH:3][C:2]([Cl:1])=[CH:7][CH:6]=3)(=[O:10])=[O:11])[CH2:31][CH2:30]2)=[N:17][C:18]=1[O:27][CH3:28])([CH3:26])[CH3:25], predict the reactants needed to synthesize it. The reactants are: [Cl:1][C:2]1[CH:7]=[CH:6][C:5]([CH2:8][S:9]([NH2:12])(=[O:11])=[O:10])=[CH:4][CH:3]=1.[C:13]([C:15]1[C:16]([N:29]2[CH2:34][CH2:33][CH:32]([C:35](O)=[O:36])[CH2:31][CH2:30]2)=[N:17][C:18]([O:27][CH3:28])=[C:19]([C:21]([O:23][CH:24]([CH3:26])[CH3:25])=[O:22])[CH:20]=1)#[N:14].CN(C(ON1N=NC2C=CC=CC1=2)=[N+](C)C)C.[B-](F)(F)(F)F.CCN(C(C)C)C(C)C.C([O-])(O)=O.[Na+]. (2) Given the product [NH2:3][C:12]1[CH:50]=[CH:49][CH:48]=[CH:47][C:13]=1[CH2:14][O:15][C:16]1[N:17]=[C:18]([NH:27][C:28]2[CH:29]=[CH:30][C:31]([N:34]3[CH2:35][CH2:36][CH:37]([N:40]4[CH2:45][CH2:44][N:43]([CH3:46])[CH2:42][CH2:41]4)[CH2:38][CH2:39]3)=[CH:32][CH:33]=2)[C:19]([C:24]([NH2:26])=[O:25])=[N:20][C:21]=1[CH2:22][CH3:23], predict the reactants needed to synthesize it. The reactants are: O=C1C2C(=CC=CC=2)C(=O)[N:3]1[C:12]1[CH:50]=[CH:49][CH:48]=[CH:47][C:13]=1[CH2:14][O:15][C:16]1[N:17]=[C:18]([NH:27][C:28]2[CH:33]=[CH:32][C:31]([N:34]3[CH2:39][CH2:38][CH:37]([N:40]4[CH2:45][CH2:44][N:43]([CH3:46])[CH2:42][CH2:41]4)[CH2:36][CH2:35]3)=[CH:30][CH:29]=2)[C:19]([C:24]([NH2:26])=[O:25])=[N:20][C:21]=1[CH2:22][CH3:23].O1CCCC1.O.NN. (3) Given the product [OH:2][CH:3]1[CH2:8][CH2:7][N:6]([C:18]([O:17][CH2:16][C:15]2[CH:14]=[CH:13][C:12]([N+:9]([O-:11])=[O:10])=[CH:22][CH:21]=2)=[O:19])[CH2:5][CH2:4]1, predict the reactants needed to synthesize it. The reactants are: Cl.[OH:2][CH:3]1[CH2:8][CH2:7][NH:6][CH2:5][CH2:4]1.[N+:9]([C:12]1[CH:22]=[CH:21][C:15]([CH2:16][O:17][C:18](Cl)=[O:19])=[CH:14][CH:13]=1)([O-:11])=[O:10].C(N(CC)CC)C. (4) Given the product [CH2:29]([O:31][C:32]([CH2:33][CH:71]([C:43]([NH2:41])=[O:47])[NH:72][C:73](=[O:74])[C:20]1[CH:24]=[CH:25][CH:26]=[C:18]([NH:17][C:15]([C:10]2[C:9]([C:6]3[CH:7]=[CH:8][C:3]([C:2]([F:27])([F:28])[F:1])=[CH:4][CH:5]=3)=[CH:14][CH:13]=[CH:12][CH:11]=2)=[O:16])[CH:19]=1)=[O:39])[CH3:30], predict the reactants needed to synthesize it. The reactants are: [F:1][C:2]([F:28])([F:27])[C:3]1[CH:8]=[CH:7][C:6]([C:9]2[C:10]([C:15]([NH:17][C:18]3[CH:19]=[C:20]([CH:24]=[CH:25][CH:26]=3)C(O)=O)=[O:16])=[CH:11][CH:12]=[CH:13][CH:14]=2)=[CH:5][CH:4]=1.[CH2:29]([O:31][C:32](=[O:39])[CH2:33]NC(=O)CN)[CH3:30].C[N:41]([C:43]([O:47]N1N=NC2C=CC=CC1=2)=[N+](C)C)C.[B-](F)(F)(F)F.C(N(C(C)C)C(C)C)C.[CH3:71][N:72](C)[CH:73]=[O:74]. (5) Given the product [O:27]=[C:28]1[NH:30][CH2:19][C@H:10]([C:9]([O:8][CH2:1][C:2]2[CH:3]=[CH:4][CH:5]=[CH:6][CH:7]=2)=[O:23])[N:11]1[C:12]([O:14][C:15]([CH3:16])([CH3:17])[CH3:18])=[O:13], predict the reactants needed to synthesize it. The reactants are: [CH2:1]([O:8][C:9](=[O:23])[C@@H:10]([CH2:19]C(O)=O)[NH:11][C:12]([O:14][C:15]([CH3:18])([CH3:17])[CH3:16])=[O:13])[C:2]1[CH:7]=[CH:6][CH:5]=[CH:4][CH:3]=1.ClC([O:27][CH2:28]C)=O.[N-:30]=[N+]=[N-].[Na+].[Na+].[Cl-]. (6) The reactants are: [CH3:1][C:2]1[O:3][C:4]2[CH:5]=[CH:6][C:7]3[CH2:13][CH2:12][N:11](C(OC(C)(C)C)=O)[CH2:10][CH2:9][C:8]=3[C:21]=2[N:22]=1.FC(F)(F)C(O)=O. Given the product [CH3:1][C:2]1[O:3][C:4]2[CH:5]=[CH:6][C:7]3[CH2:13][CH2:12][NH:11][CH2:10][CH2:9][C:8]=3[C:21]=2[N:22]=1, predict the reactants needed to synthesize it. (7) Given the product [F:36][C:37]([F:56])([F:55])[S:38]([O:19][C:16]1[CH:17]=[C:18]2[C:13]([O:12][C:11]3[CH:10]=[CH:9][C:8]([C:21]4[C:22]([F:27])=[N:23][CH:24]=[CH:25][CH:26]=4)=[CH:7][C:6]=3[C@:5]32[CH2:4][O:3][C:2]([NH2:1])=[N:28]3)=[C:14]([F:20])[CH:15]=1)(=[O:40])=[O:39], predict the reactants needed to synthesize it. The reactants are: [NH2:1][C:2]1[O:3][CH2:4][C@@:5]2([N:28]=1)[C:18]1[CH:17]=[C:16]([OH:19])[CH:15]=[C:14]([F:20])[C:13]=1[O:12][C:11]1[C:6]2=[CH:7][C:8]([C:21]2[C:22]([F:27])=[N:23][CH:24]=[CH:25][CH:26]=2)=[CH:9][CH:10]=1.C(N(CC)CC)C.[F:36][C:37]([F:56])([F:55])[S:38](N(C1C=CC=CC=1)[S:38]([C:37]([F:56])([F:55])[F:36])(=[O:40])=[O:39])(=[O:40])=[O:39].